This data is from Full USPTO retrosynthesis dataset with 1.9M reactions from patents (1976-2016). The task is: Predict the reactants needed to synthesize the given product. (1) Given the product [Br:6][C:7]1[CH:12]=[C:11]([Cl:13])[CH:10]=[CH:9][C:8]=1[N:14]1[CH:18]=[C:17]([C:3]([NH2:2])=[O:4])[N:16]=[N:15]1, predict the reactants needed to synthesize it. The reactants are: C[N:2](C)[CH:3]=[O:4].[Br:6][C:7]1[CH:12]=[C:11]([Cl:13])[CH:10]=[CH:9][C:8]=1[N:14]1[CH:18]=[C:17](C(O)=O)[N:16]=[N:15]1.F[P-](F)(F)(F)(F)F.N1(OC(N(C)C)=[N+](C)C)C2N=CC=CC=2N=N1.N. (2) Given the product [C:1]12([CH2:11][C:12]([NH:40][CH2:39][C:35]3[S:34][CH:38]=[CH:37][CH:36]=3)=[O:13])[CH2:10][CH:5]3[CH2:6][CH:7]([CH2:9][CH:3]([CH2:4]3)[CH2:2]1)[CH2:8]2, predict the reactants needed to synthesize it. The reactants are: [C:1]12([CH2:11][C:12](O)=[O:13])[CH2:10][CH:5]3[CH2:6][CH:7]([CH2:9][CH:3]([CH2:4]3)[CH2:2]1)[CH2:8]2.CCN=C=NCCCN(C)C.Cl.C(N(CC)CC)C.[S:34]1[CH:38]=[CH:37][CH:36]=[C:35]1[CH2:39][NH2:40]. (3) Given the product [CH3:3][C:4]1[CH:5]=[C:6]([CH:20]=[CH:21][C:22]=1[CH3:23])[C:7]([CH:9]1[C:18](=[O:19])[C:17]2[C:12](=[CH:13][CH:14]=[CH:15][CH:16]=2)[N:11]([CH2:27][C:26]2[CH:29]=[CH:30][CH:31]=[CH:32][C:25]=2[F:24])[CH2:10]1)=[O:8], predict the reactants needed to synthesize it. The reactants are: [H-].[Na+].[CH3:3][C:4]1[CH:5]=[C:6]([CH:20]=[CH:21][C:22]=1[CH3:23])[C:7]([C:9]1[C:18](=[O:19])[C:17]2[C:12](=[CH:13][CH:14]=[CH:15][CH:16]=2)[NH:11][CH:10]=1)=[O:8].[F:24][C:25]1[CH:32]=[CH:31][CH:30]=[CH:29][C:26]=1[CH2:27]Br. (4) The reactants are: [CH3:1][O:2][C@H:3]1[C@@H:7]2[O:8][C:9]([CH3:12])([CH3:11])[O:10][C@@H:6]2[C@@H:5]([C:13]2[CH:17]=[N:16][NH:15][N:14]=2)[O:4]1.C(=O)([O-])[O-].[K+].[K+].I[CH2:25][CH3:26]. Given the product [CH3:1][O:2][C@H:3]1[C@@H:7]2[O:8][C:9]([CH3:12])([CH3:11])[O:10][C@@H:6]2[C@@H:5]([C:13]2[CH:17]=[N:16][N:15]([CH2:25][CH3:26])[N:14]=2)[O:4]1, predict the reactants needed to synthesize it. (5) Given the product [S:1]1[C:9]2[CH2:8][CH2:7][N:6]([C:10]([O:12][C:13]([CH3:16])([CH3:15])[CH3:14])=[O:11])[CH2:5][C:4]=2[CH:3]=[CH:2]1, predict the reactants needed to synthesize it. The reactants are: [S:1]1[C:9]2[CH2:8][CH2:7][NH:6][CH2:5][C:4]=2[CH:3]=[CH:2]1.[C:10](O[C:10]([O:12][C:13]([CH3:16])([CH3:15])[CH3:14])=[O:11])([O:12][C:13]([CH3:16])([CH3:15])[CH3:14])=[O:11].C(N(CC)CC)C. (6) Given the product [NH2:33][C@@H:16]([CH2:15][C:12]1[CH:11]=[CH:10][C:9]([F:8])=[CH:14][CH:13]=1)[C:17]([NH:19][C:20]1[N:24]([CH3:25])[N:23]=[C:22]([C:26]2[CH:31]=[CH:30][N:29]=[C:28]([CH3:32])[CH:27]=2)[CH:21]=1)=[O:18], predict the reactants needed to synthesize it. The reactants are: OC(C(F)(F)F)=O.[F:8][C:9]1[CH:14]=[CH:13][C:12]([CH2:15][C@H:16]([NH:33]C(=O)OC(C)(C)C)[C:17]([NH:19][C:20]2[N:24]([CH3:25])[N:23]=[C:22]([C:26]3[CH:31]=[CH:30][N:29]=[C:28]([CH3:32])[CH:27]=3)[CH:21]=2)=[O:18])=[CH:11][CH:10]=1.C(O)(C(F)(F)F)=O. (7) Given the product [CH2:23]([S:26]([O:22][C:19]1[CH:18]=[CH:17][C:16]([C:8]2([C:4]3[CH:5]=[CH:6][CH:7]=[C:2]([Br:1])[CH:3]=3)[C:9](=[O:15])[N:10]([CH3:14])[C:11](=[S:13])[NH:12]2)=[CH:21][CH:20]=1)(=[O:28])=[O:27])[CH2:24][CH3:25], predict the reactants needed to synthesize it. The reactants are: [Br:1][C:2]1[CH:3]=[C:4]([C:8]2([C:16]3[CH:21]=[CH:20][C:19]([OH:22])=[CH:18][CH:17]=3)[NH:12][C:11](=[S:13])[N:10]([CH3:14])[C:9]2=[O:15])[CH:5]=[CH:6][CH:7]=1.[CH2:23]([S:26](Cl)(=[O:28])=[O:27])[CH2:24][CH3:25].